From a dataset of Reaction yield outcomes from USPTO patents with 853,638 reactions. Predict the reaction yield, written as a fraction of the theoretical maximum amount of product (1.0 means a 100% yield; for example, 0.34 means a 34% yield). The reactants are [Cl:1][C:2]1[C:3]([F:29])=[C:4]([CH:26]=[CH:27][CH:28]=1)[NH:5][C:6]1[C:15]2[C:10](=[CH:11][C:12]([O:24]C)=[C:13]([CH2:16][N:17]([CH3:23])[C@@H:18]([C:20]([NH2:22])=[O:21])[CH3:19])[CH:14]=2)[N:9]=[CH:8][N:7]=1.[I-].[Li+]. The catalyst is N1C(C)=CC(C)=CC=1C. The product is [Cl:1][C:2]1[C:3]([F:29])=[C:4]([NH:5][C:6]2[C:15]3[C:10](=[CH:11][C:12]([OH:24])=[C:13]([CH2:16][N:17]([CH3:23])[C@@H:18]([C:20]([NH2:22])=[O:21])[CH3:19])[CH:14]=3)[N:9]=[CH:8][N:7]=2)[CH:26]=[CH:27][CH:28]=1. The yield is 0.487.